From a dataset of CYP3A4 inhibition data for predicting drug metabolism from PubChem BioAssay. Regression/Classification. Given a drug SMILES string, predict its absorption, distribution, metabolism, or excretion properties. Task type varies by dataset: regression for continuous measurements (e.g., permeability, clearance, half-life) or binary classification for categorical outcomes (e.g., BBB penetration, CYP inhibition). Dataset: cyp3a4_veith. (1) The molecule is CCN(CC)S(=O)(=O)c1cccc2c(N(C)C)cccc12. The result is 0 (non-inhibitor). (2) The result is 0 (non-inhibitor). The drug is COC(=O)C1(O)CC(C(C)C)=NN1C(=O)c1ccc(Cl)cc1. (3) The result is 1 (inhibitor). The compound is CNCCCCOc1ccccc1Cc1ccccc1. (4) The compound is O=C1NC(=O)C(c2ccccc2[N+](=O)[O-])=C1Nc1ccc(O)c(Cl)c1. The result is 1 (inhibitor). (5) The compound is Clc1ccc(CS[C@@H](Cn2ccnc2)c2ccc(Cl)cc2Cl)cc1. The result is 1 (inhibitor). (6) The result is 0 (non-inhibitor). The molecule is O=C(O)c1ccc(C(=O)O)c2c(C(=O)O)ccc(C(=O)O)c12. (7) The molecule is c1ccc(-c2ccc(-c3ccc(C4=NCCN4)cc3)o2)cc1. The result is 0 (non-inhibitor).